From a dataset of Catalyst prediction with 721,799 reactions and 888 catalyst types from USPTO. Predict which catalyst facilitates the given reaction. Reactant: [NH2:1][C:2]1[N:7]=[C:6]([NH:8][CH2:9][C:10]([NH:12][C:13]2[CH:18]=[CH:17][CH:16]=[C:15]([C:19]([F:22])([F:21])[F:20])[CH:14]=2)=[O:11])[C:5]([CH:23]=O)=[C:4]([S:25][CH3:26])[N:3]=1.C(=O)(O)[O-].[K+].Cl.[NH2:33][OH:34]. Product: [NH2:1][C:2]1[N:7]=[C:6]([NH:8][CH2:9][C:10]([NH:12][C:13]2[CH:18]=[CH:17][CH:16]=[C:15]([C:19]([F:22])([F:21])[F:20])[CH:14]=2)=[O:11])[C:5]([CH:23]=[N:33][OH:34])=[C:4]([S:25][CH3:26])[N:3]=1. The catalyst class is: 5.